The task is: Predict which catalyst facilitates the given reaction.. This data is from Catalyst prediction with 721,799 reactions and 888 catalyst types from USPTO. (1) Reactant: [OH:1][C:2]([CH3:24])([CH3:23])[C@@H:3]([NH:5][C:6]([C:8]1[C:16]2[C:11](=[N:12][CH:13]=[C:14]([C:17]3[CH2:22][CH2:21][CH2:20][CH2:19][CH:18]=3)[N:15]=2)[NH:10][CH:9]=1)=[O:7])[CH3:4]. Product: [OH:1][C:2]([CH3:23])([CH3:24])[C@@H:3]([NH:5][C:6]([C:8]1[C:16]2[C:11](=[N:12][CH:13]=[C:14]([CH:17]3[CH2:22][CH2:21][CH2:20][CH2:19][CH2:18]3)[N:15]=2)[NH:10][CH:9]=1)=[O:7])[CH3:4]. The catalyst class is: 45. (2) Reactant: [CH3:1][Si:2]([CH3:28])([CH3:27])[CH2:3][CH2:4][O:5][CH2:6][N:7]1[C:11]2[N:12]=[CH:13][N:14]=[C:15]([C:16]3[CH:17]=[N:18][N:19]([CH:21]([CH2:25][CH3:26])[CH2:22][CH:23]=O)[CH:20]=3)[C:10]=2[CH:9]=[CH:8]1.C(Cl)Cl.C1(P(C2C=CC=CC=2)C2C=CC=CC=2)C=CC=CC=1.[C:51](Br)(Br)([Br:53])[Br:52]. Product: [Br:52][C:51]([Br:53])=[CH:23][CH2:22][CH:21]([N:19]1[CH:20]=[C:16]([C:15]2[C:10]3[CH:9]=[CH:8][N:7]([CH2:6][O:5][CH2:4][CH2:3][Si:2]([CH3:28])([CH3:1])[CH3:27])[C:11]=3[N:12]=[CH:13][N:14]=2)[CH:17]=[N:18]1)[CH2:25][CH3:26]. The catalyst class is: 6. (3) Reactant: [N:1]([CH2:4][CH2:5][O:6][CH2:7][CH2:8][O:9][CH2:10][CH2:11][O:12][CH2:13][CH2:14][NH2:15])=[N+:2]=[N-:3].[Cl:16][C:17]1[CH:18]=[C:19]2[C:24](=[C:25]([Cl:27])[CH:26]=1)[CH2:23][N:22]([CH2:28][CH3:29])[CH2:21][CH:20]2[C:30]1[CH:31]=[C:32]([S:36](Cl)(=[O:38])=[O:37])[CH:33]=[CH:34][CH:35]=1. Product: [N:1]([CH2:4][CH2:5][O:6][CH2:7][CH2:8][O:9][CH2:10][CH2:11][O:12][CH2:13][CH2:14][NH:15][S:36]([C:32]1[CH:33]=[CH:34][CH:35]=[C:30]([CH:20]2[C:19]3[C:24](=[C:25]([Cl:27])[CH:26]=[C:17]([Cl:16])[CH:18]=3)[CH2:23][N:22]([CH2:28][CH3:29])[CH2:21]2)[CH:31]=1)(=[O:38])=[O:37])=[N+:2]=[N-:3]. The catalyst class is: 2. (4) Reactant: [F:1][C:2]([F:25])([F:24])[CH2:3][N:4]1[C:8]([C:9]2[N:18]=[C:17]3[N:11]([CH2:12][CH2:13][O:14][C:15]4[CH:22]=[C:21]([OH:23])[CH:20]=[CH:19][C:16]=43)[CH:10]=2)=[N:7][CH:6]=[N:5]1.COC(=O)C(O)C(C)C.[C:35]([O:39][C:40](=[O:45])[C@@H:41](O)[CH2:42][CH3:43])([CH3:38])([CH3:37])[CH3:36].CO. Product: [C:35]([O:39][C:40](=[O:45])[C@@H:41]([O:23][C:21]1[CH:20]=[CH:19][C:16]2[C:17]3[N:11]([CH2:12][CH2:13][O:14][C:15]=2[CH:22]=1)[CH:10]=[C:9]([C:8]1[N:4]([CH2:3][C:2]([F:24])([F:1])[F:25])[N:5]=[CH:6][N:7]=1)[N:18]=3)[CH2:42][CH3:43])([CH3:38])([CH3:37])[CH3:36]. The catalyst class is: 13. (5) Reactant: [CH3:1][C:2]([CH3:31])([O:4][C:5]([NH:7][C@H:8]([C:28]([OH:30])=[O:29])[CH2:9][NH:10][C:11]([O:13][CH2:14][CH:15]1[C:27]2[CH:26]=[CH:25][CH:24]=[CH:23][C:22]=2[C:21]2[C:16]1=[CH:17][CH:18]=[CH:19][CH:20]=2)=[O:12])=[O:6])[CH3:3].[C:32](=O)([O-])O.[K+].IC.O. Product: [CH3:3][C:2]([CH3:31])([O:4][C:5]([NH:7][C@H:8]([C:28]([O:30][CH3:32])=[O:29])[CH2:9][NH:10][C:11]([O:13][CH2:14][CH:15]1[C:16]2[CH:17]=[CH:18][CH:19]=[CH:20][C:21]=2[C:22]2[C:27]1=[CH:26][CH:25]=[CH:24][CH:23]=2)=[O:12])=[O:6])[CH3:1]. The catalyst class is: 9.